Predict the reactants needed to synthesize the given product. From a dataset of Full USPTO retrosynthesis dataset with 1.9M reactions from patents (1976-2016). (1) Given the product [CH2:37]([O:40][CH:41]([C:42]1[N:23]=[N:22][N:21]([CH2:20][C:18]2[CH:19]=[C:15]3[N:14]=[C:13]([CH3:24])[C:12]([C@H:25]([O:31][C:32]([CH3:35])([CH3:34])[CH3:33])[C:26]([O:28][CH2:29][CH3:30])=[O:27])=[C:11]([N:8]4[CH2:9][CH2:10][C:5]([O:4][CH2:1][CH:2]=[CH2:3])([CH3:36])[CH2:6][CH2:7]4)[N:16]3[N:17]=2)[CH:43]=1)[CH2:44][CH:45]([CH3:47])[CH3:46])[CH:38]=[CH2:39], predict the reactants needed to synthesize it. The reactants are: [CH2:1]([O:4][C:5]1([CH3:36])[CH2:10][CH2:9][N:8]([C:11]2[N:16]3[N:17]=[C:18]([CH2:20][N:21]=[N+:22]=[N-:23])[CH:19]=[C:15]3[N:14]=[C:13]([CH3:24])[C:12]=2[C@H:25]([O:31][C:32]([CH3:35])([CH3:34])[CH3:33])[C:26]([O:28][CH2:29][CH3:30])=[O:27])[CH2:7][CH2:6]1)[CH:2]=[CH2:3].[CH2:37]([O:40][CH:41]([CH2:44][CH:45]([CH3:47])[CH3:46])[C:42]#[CH:43])[CH:38]=[CH2:39].O=C1O[C@H]([C@H](CO)O)C([O-])=C1O.[Na+]. (2) Given the product [Cl:8][C:5]1[N:6]=[CH:7][C:2]([CH2:38][C:39]2[C:47]3[C:42](=[N:43][CH:44]=[CH:45][CH:46]=3)[N:41]([Si:48]([CH:49]([CH3:51])[CH3:50])([CH:55]([CH3:57])[CH3:56])[CH:52]([CH3:54])[CH3:53])[CH:40]=2)=[CH:3][CH:4]=1, predict the reactants needed to synthesize it. The reactants are: I[C:2]1[CH:3]=[CH:4][C:5]([Cl:8])=[N:6][CH:7]=1.IC1C=CC(Br)=NC=1.O1CCCC1.C([Mg]Cl)(C)C.C([Cu])#N.P(OC)(OC)OC.Cl[CH2:38][C:39]1[C:47]2[C:42](=[N:43][CH:44]=[CH:45][CH:46]=2)[N:41]([Si:48]([CH:55]([CH3:57])[CH3:56])([CH:52]([CH3:54])[CH3:53])[CH:49]([CH3:51])[CH3:50])[CH:40]=1.CN(C)CC1C2C(=NC=CC=2)N([Si](C(C)C)(C(C)C)C(C)C)C=1. (3) Given the product [Br:6][C:14]1[C:13]([C:23]#[N:24])=[N:12][N:11]([CH2:8][CH2:9][CH3:10])[C:15]=1[CH2:16][CH:17]1[CH2:22][CH2:21][O:20][CH2:19][CH2:18]1, predict the reactants needed to synthesize it. The reactants are: C([O-])(=O)C.[K+].[Br:6]Br.[CH2:8]([N:11]1[C:15]([CH2:16][CH:17]2[CH2:22][CH2:21][O:20][CH2:19][CH2:18]2)=[CH:14][C:13]([C:23]#[N:24])=[N:12]1)[CH2:9][CH3:10].S([O-])(O)=O.[Na+]. (4) Given the product [CH3:1][S:2]([O:20][CH:18]1[CH2:17][CH2:16][O:15][CH:14]([C:9]2[CH:10]=[CH:11][C:12]([F:13])=[C:7]([Cl:6])[CH:8]=2)[CH2:19]1)(=[O:4])=[O:3], predict the reactants needed to synthesize it. The reactants are: [CH3:1][S:2](Cl)(=[O:4])=[O:3].[Cl:6][C:7]1[CH:8]=[C:9]([CH:14]2[CH2:19][CH:18]([OH:20])[CH2:17][CH2:16][O:15]2)[CH:10]=[CH:11][C:12]=1[F:13].CCN(C(C)C)C(C)C. (5) The reactants are: C[N:2]([CH3:14])[CH:3]=[CH:4][C:5]([C:7]1[CH:12]=[CH:11][CH:10]=[C:9]([F:13])[CH:8]=1)=O.NC1[C:20]([C:21]([C:23]2[S:24][CH:25]=[CH:26][CH:27]=2)=[O:22])=[CH:19][NH:18][N:17]=1. Given the product [F:13][C:9]1[CH:8]=[C:7]([C:5]2[N:17]3[N:18]=[CH:19][C:20]([C:21]([C:23]4[S:24][CH:25]=[CH:26][CH:27]=4)=[O:22])=[C:14]3[N:2]=[CH:3][CH:4]=2)[CH:12]=[CH:11][CH:10]=1, predict the reactants needed to synthesize it.